Dataset: Reaction yield outcomes from USPTO patents with 853,638 reactions. Task: Predict the reaction yield, written as a fraction of the theoretical maximum amount of product (1.0 means a 100% yield; for example, 0.34 means a 34% yield). The reactants are [CH3:1][O:2][C:3]1[C:8]2[N:9]=[C:10]([NH:12][C:13]([C:15]3[S:16][C:17]([CH3:20])=[CH:18][CH:19]=3)=[O:14])[S:11][C:7]=2[C:6]([N:21]2[CH2:26][CH2:25][NH:24][CH2:23][CH2:22]2)=[CH:5][CH:4]=1.[C:27](Cl)(=[O:29])[CH3:28].N1C=CC=CC=1. The catalyst is CN(C=O)C. The product is [C:27]([N:24]1[CH2:23][CH2:22][N:21]([C:6]2[C:7]3[S:11][C:10]([NH:12][C:13]([C:15]4[S:16][C:17]([CH3:20])=[CH:18][CH:19]=4)=[O:14])=[N:9][C:8]=3[C:3]([O:2][CH3:1])=[CH:4][CH:5]=2)[CH2:26][CH2:25]1)(=[O:29])[CH3:28]. The yield is 0.550.